Task: Predict which catalyst facilitates the given reaction.. Dataset: Catalyst prediction with 721,799 reactions and 888 catalyst types from USPTO (1) Reactant: C([O:5][C:6]([N:8]1[CH2:13][CH2:12][CH:11]([C:14](=[O:26])[CH2:15][CH2:16][CH2:17][C:18]2[CH:23]=[CH:22][C:21]([S:24][CH3:25])=[CH:20][CH:19]=2)[CH2:10][CH2:9]1)=[O:7])(C)(C)C.[BH4-].[Na+]. Product: [OH:26][CH:14]([CH:11]1[CH2:12][CH2:13][N:8]([C:6]([OH:7])=[O:5])[CH2:9][CH2:10]1)[CH2:15][CH2:16][CH2:17][C:18]1[CH:19]=[CH:20][C:21]([S:24][CH3:25])=[CH:22][CH:23]=1. The catalyst class is: 14. (2) Reactant: [CH3:1][O:2][C:3]1[CH:15]=[CH:14][C:6]([O:7][CH:8]2[CH2:13][CH2:12][CH2:11][CH2:10][O:9]2)=[CH:5][CH:4]=1.[CH2:16]([Li])CCC.CI.O. Product: [CH3:1][O:2][C:3]1[CH:15]=[CH:14][C:6]([O:7][CH:8]2[CH2:13][CH2:12][CH2:11][CH2:10][O:9]2)=[C:5]([CH3:16])[CH:4]=1. The catalyst class is: 1.